Dataset: Full USPTO retrosynthesis dataset with 1.9M reactions from patents (1976-2016). Task: Predict the reactants needed to synthesize the given product. (1) Given the product [CH3:1][NH:2][C:3]([C:5]1[CH:10]=[C:9]([O:11][C:12]2[CH:23]=[CH:22][C:15]3[N:16]=[C:17]([NH:31][CH2:30][CH:24]4[CH2:29][CH2:28][CH2:27][CH2:26][CH2:25]4)[S:18][C:14]=3[CH:13]=2)[CH:8]=[CH:7][N:6]=1)=[O:4], predict the reactants needed to synthesize it. The reactants are: [CH3:1][NH:2][C:3]([C:5]1[CH:10]=[C:9]([O:11][C:12]2[CH:23]=[CH:22][C:15]3[N:16]=[C:17](S(C)=O)[S:18][C:14]=3[CH:13]=2)[CH:8]=[CH:7][N:6]=1)=[O:4].[CH:24]1([CH2:30][NH2:31])[CH2:29][CH2:28][CH2:27][CH2:26][CH2:25]1. (2) Given the product [CH2:1]([O:3][C:4]1[C:8]([CH2:9][CH2:10][C:11]([O:13][CH2:14][CH3:15])=[O:12])=[CH:7][N:6]([C:19]2[CH:24]=[C:23]([C:25]([F:28])([F:27])[F:26])[CH:22]=[CH:21][N:20]=2)[N:5]=1)[CH3:2], predict the reactants needed to synthesize it. The reactants are: [CH2:1]([O:3][C:4]1[C:8]([CH2:9][CH2:10][C:11]([O:13][CH2:14][CH3:15])=[O:12])=[CH:7][NH:6][N:5]=1)[CH3:2].[H-].[Na+].Cl[C:19]1[CH:24]=[C:23]([C:25]([F:28])([F:27])[F:26])[CH:22]=[CH:21][N:20]=1.[Cl-].[NH4+]. (3) Given the product [N:16]1([CH2:15][CH2:14][N:10]2[C:6]3=[N:7][CH:8]=[N:9][C:4]([NH2:3])=[C:5]3[CH:12]=[N:11]2)[CH2:22][CH2:21][CH2:20][CH2:19][CH2:18][CH2:17]1, predict the reactants needed to synthesize it. The reactants are: [H-].[Na+].[NH2:3][C:4]1[N:9]=[CH:8][N:7]=[C:6]2[NH:10][N:11]=[CH:12][C:5]=12.Cl[CH2:14][CH2:15][N:16]1[CH2:22][CH2:21][CH2:20][CH2:19][CH2:18][CH2:17]1.C([O-])(O)=O.[Na+]. (4) Given the product [NH2:32][C:29]1[C:30]2[N:31]=[C:23]([C:14]3[N:13]([CH3:33])[C:12]([CH:5]([C:6]4[CH:11]=[CH:10][CH:9]=[CH:8][CH:7]=4)[OH:4])=[N:16][C:15]=3[C:17]3[CH:22]=[CH:21][CH:20]=[CH:19][CH:18]=3)[S:24][C:25]=2[N:26]=[CH:27][N:28]=1, predict the reactants needed to synthesize it. The reactants are: CN(C)C(=O)[O:4][CH:5]([C:12]1[N:13]([CH3:33])[C:14]([C:23]2[S:24][C:25]3[N:26]=[CH:27][N:28]=[C:29]([NH2:32])[C:30]=3[N:31]=2)=[C:15]([C:17]2[CH:22]=[CH:21][CH:20]=[CH:19][CH:18]=2)[N:16]=1)[C:6]1[CH:11]=[CH:10][CH:9]=[CH:8][CH:7]=1.C(O)(C(F)(F)F)=O.O. (5) Given the product [CH3:11][N:10]([CH3:17])[C:9]1[CH:8]=[C:7]2[C:16]([C:3]([O:33][S:30]([C:29]([F:42])([F:41])[F:28])(=[O:32])=[O:31])=[CH:4][C:5](=[O:20])[O:6]2)=[CH:15][CH:14]=1, predict the reactants needed to synthesize it. The reactants are: C([C:3]1[C:16]2[C:7](=[C:8]3CC[CH2:17][N:10]4[CH2:11]CC[C:14]([CH:15]=2)=[C:9]34)[O:6][C:5](=[O:20])[CH:4]=1)#C.C(N(CC)CC)C.[F:28][C:29]([F:42])([F:41])[S:30]([O:33]S(C(F)(F)F)(=O)=O)(=[O:32])=[O:31]. (6) The reactants are: S(=O)(=O)(O)O.[N+:6]([O-:9])(O)=[O:7].[CH2:10]([C:13]1[CH:17]=[C:16]([C:18]([OH:20])=[O:19])[NH:15][N:14]=1)[CH2:11][CH3:12]. Given the product [N+:6]([C:17]1[C:13]([CH2:10][CH2:11][CH3:12])=[N:14][NH:15][C:16]=1[C:18]([OH:20])=[O:19])([O-:9])=[O:7], predict the reactants needed to synthesize it. (7) Given the product [Br:1][C:2]1[CH:10]=[CH:9][C:5]([C:6]([N:25]2[CH2:26][CH2:27][N:22]([C:19]3[C:18]([CH3:28])=[CH:17][C:16]([CH:13]4[CH2:14][CH2:15]4)=[CH:21][N:20]=3)[CH2:23][CH2:24]2)=[O:7])=[C:4]([F:11])[CH:3]=1, predict the reactants needed to synthesize it. The reactants are: [Br:1][C:2]1[CH:10]=[CH:9][C:5]([C:6](Cl)=[O:7])=[C:4]([F:11])[CH:3]=1.Cl.[CH:13]1([C:16]2[CH:17]=[C:18]([CH3:28])[C:19]([N:22]3[CH2:27][CH2:26][NH:25][CH2:24][CH2:23]3)=[N:20][CH:21]=2)[CH2:15][CH2:14]1.